From a dataset of Full USPTO retrosynthesis dataset with 1.9M reactions from patents (1976-2016). Predict the reactants needed to synthesize the given product. (1) Given the product [CH3:6][O:7][C:8]1[C:9]([CH:14]=[O:38])=[C:10]([B:25]([OH:26])[OH:24])[CH:11]=[CH:12][CH:13]=1, predict the reactants needed to synthesize it. The reactants are: C([Li])(C)(C)C.[CH3:6][O:7][C:8]1[CH:13]=[CH:12][CH:11]=[CH:10][C:9]=1[CH:14]1N(C)CCN1C.C([O:24][B:25](OC(C)C)[O:26]C(C)C)(C)C.Cl.C1C[O:38]CC1. (2) Given the product [CH3:1][S:2][CH2:3][CH2:4][O:5][C:6]1[CH:7]=[C:8]2[C:12](=[CH:13][CH:14]=1)[NH:11][C:10]([C:22]([O:24][CH2:25][CH3:26])=[O:23])=[CH:9]2, predict the reactants needed to synthesize it. The reactants are: [CH3:1][S:2][CH2:3][CH2:4][O:5][C:6]1[CH:7]=[C:8]2[C:12](=[CH:13][CH:14]=1)[N:11](C(OC(C)(C)C)=O)[C:10]([C:22]([O:24][CH2:25][CH3:26])=[O:23])=[CH:9]2.Cl. (3) Given the product [F:11][C:9]([C:3]1[CH:4]=[CH:5][C:6]([F:8])=[CH:7][C:2]=1[C:13](=[O:15])[CH3:14])([F:12])[CH3:10], predict the reactants needed to synthesize it. The reactants are: Br[C:2]1[CH:7]=[C:6]([F:8])[CH:5]=[CH:4][C:3]=1[C:9]([F:12])([F:11])[CH3:10].[CH:13]([O:15]CCCC)=[CH2:14].C1(P(C2C=CC=CC=2)CCCP(C2C=CC=CC=2)C2C=CC=CC=2)C=CC=CC=1.C(N(CC)CC)C.Cl.C([O-])(O)=O.[Na+].